Dataset: Peptide-MHC class II binding affinity with 134,281 pairs from IEDB. Task: Regression. Given a peptide amino acid sequence and an MHC pseudo amino acid sequence, predict their binding affinity value. This is MHC class II binding data. (1) The peptide sequence is QQYTAALSPILFECL. The MHC is HLA-DQA10401-DQB10402 with pseudo-sequence HLA-DQA10401-DQB10402. The binding affinity (normalized) is 0.511. (2) The peptide sequence is AFKVAATAANAAPAK. The MHC is DRB1_0901 with pseudo-sequence DRB1_0901. The binding affinity (normalized) is 0.701. (3) The peptide sequence is AALAAAAGVPPADKY. The MHC is HLA-DPA10201-DPB10101 with pseudo-sequence HLA-DPA10201-DPB10101. The binding affinity (normalized) is 0.0860.